Predict which catalyst facilitates the given reaction. From a dataset of Catalyst prediction with 721,799 reactions and 888 catalyst types from USPTO. (1) Reactant: [N:1]1[CH:6]=[CH:5][CH:4]=[C:3]([CH2:7][NH:8][C:9](=[O:21])[NH:10][C:11]2[CH:16]=[CH:15][C:14]([S:17](Cl)(=[O:19])=[O:18])=[CH:13][CH:12]=2)[CH:2]=1.S([O-])([O-])=O.[Na+].[Na+].C(=O)(O)[O-].[Na+]. Product: [N:1]1[CH:6]=[CH:5][CH:4]=[C:3]([CH2:7][NH:8][C:9](=[O:21])[NH:10][C:11]2[CH:16]=[CH:15][C:14]([S:17]([O-:19])=[O:18])=[CH:13][CH:12]=2)[CH:2]=1.[NH4+:1]. The catalyst class is: 6. (2) Reactant: [OH:1][C@H:2]([CH3:6])[C:3](N)=O.F[B-](F)(F)F.C([O+](CC)CC)C.[NH2:19][C:20]1[C:21]([NH:29][C@H:30]2[CH2:35][CH2:34][C@H:33]([CH2:36][OH:37])[CH2:32][CH2:31]2)=[C:22]2[S:28][CH:27]=[CH:26][C:23]2=[N:24][CH:25]=1. Product: [OH:37][CH2:36][C@H:33]1[CH2:32][CH2:31][C@H:30]([N:29]2[C:21]3=[C:22]4[S:28][CH:27]=[CH:26][C:23]4=[N:24][CH:25]=[C:20]3[N:19]=[C:3]2[C@H:2]([OH:1])[CH3:6])[CH2:35][CH2:34]1. The catalyst class is: 214. (3) Reactant: Cl[C:2]1[N:7]=[C:6]([S:8][C:9]2[CH:10]=[C:11]3[C:16](=[C:17]([F:19])[CH:18]=2)[N:15]=[C:14]([CH3:20])[CH:13]=[CH:12]3)[N:5]=[C:4]([NH:21][C:22]2[NH:26][N:25]=[C:24]([CH3:27])[CH:23]=2)[CH:3]=1.[CH3:28][N:29]1[CH2:34][CH2:33][CH:32]([N:35]2[CH2:40][CH2:39][NH:38][CH2:37][CH2:36]2)[CH2:31][CH2:30]1.C(N(C(C)C)CC)(C)C. Product: [F:19][C:17]1[CH:18]=[C:9]([S:8][C:6]2[N:5]=[C:4]([NH:21][C:22]3[NH:26][N:25]=[C:24]([CH3:27])[CH:23]=3)[CH:3]=[C:2]([N:38]3[CH2:37][CH2:36][N:35]([CH:32]4[CH2:33][CH2:34][N:29]([CH3:28])[CH2:30][CH2:31]4)[CH2:40][CH2:39]3)[N:7]=2)[CH:10]=[C:11]2[C:16]=1[N:15]=[C:14]([CH3:20])[CH:13]=[CH:12]2. The catalyst class is: 51. (4) Reactant: Cl[C:2]1[CH:7]=[CH:6][N:5]([C:8]2[CH:13]=[CH:12][CH:11]=[CH:10][C:9]=2[CH3:14])[C:4](=O)[C:3]=1[C:16]#[N:17].[OH2:18].[NH2:19][NH2:20]. Product: [NH2:17][C:16]1[C:3]2[C:4](=[O:18])[N:5]([C:8]3[CH:13]=[CH:12][CH:11]=[CH:10][C:9]=3[CH3:14])[CH:6]=[CH:7][C:2]=2[NH:20][N:19]=1. The catalyst class is: 8. (5) Reactant: C(OC([N:11]1[CH2:16][C@H:15]([CH3:17])[C@:14]([OH:19])([CH3:18])[C@H:13]([NH:20][C:21]([O:23][C:24]([CH3:27])([CH3:26])[CH3:25])=[O:22])[CH2:12]1)=O)C1C=CC=CC=1. Product: [C:24]([O:23][C:21](=[O:22])[NH:20][C@H:13]1[C:14]([OH:19])([CH3:18])[C@@H:15]([CH3:17])[CH2:16][NH:11][CH2:12]1)([CH3:27])([CH3:25])[CH3:26]. The catalyst class is: 43. (6) Reactant: Cl.[Cl-].[K+].[I:4]Cl.[I-].I([O-])(=O)=O.[CH3:11][N:12]1[C@@H:21]([C@H:22]2[O:31][C:29](=[O:30])[C:28]3[C:27]([O:32][CH3:33])=[C:26]([O:34][CH3:35])[CH:25]=[CH:24][C:23]2=3)[C:20]2[C:19]([O:36][CH3:37])=[C:18]3[O:38][CH2:39][O:40][C:17]3=[CH:16][C:15]=2[CH2:14][CH2:13]1.N1C=CC=CC=1.ICl.N. Product: [I:4][C:16]1[C:15]2[CH2:14][CH2:13][N:12]([CH3:11])[C@@H:21]([C@@H:22]3[C:23]4[C:28](=[C:27]([O:32][CH3:33])[C:26]([O:34][CH3:35])=[CH:25][CH:24]=4)[C:29](=[O:30])[O:31]3)[C:20]=2[C:19]([O:36][CH3:37])=[C:18]2[O:38][CH2:39][O:40][C:17]=12. The catalyst class is: 852. (7) Reactant: [CH3:1][CH2:2][O:3][C:4]([C:6](N)=O)=O.Cl.Cl.[F:11][C:12]([F:16])([F:15])[CH2:13][NH2:14].C([O-])([O-])=O.[K+].[K+]. Product: [CH2:2]([O:3][C:4](=[N:14][CH2:13][C:12]([F:16])([F:15])[F:11])[CH3:6])[CH3:1]. The catalyst class is: 34. (8) Reactant: [Si:1]([O:18][CH:19]1[CH2:22][NH:21][CH2:20]1)([C:14]([CH3:17])([CH3:16])[CH3:15])([C:8]1[CH:13]=[CH:12][CH:11]=[CH:10][CH:9]=1)[C:2]1[CH:7]=[CH:6][CH:5]=[CH:4][CH:3]=1.CCN(C(C)C)[CH:26]([CH3:28])[CH3:27].C(Br)C#C. Product: [Si:1]([O:18][CH:19]1[CH2:20][N:21]([CH2:28][C:26]#[CH:27])[CH2:22]1)([C:14]([CH3:17])([CH3:15])[CH3:16])([C:2]1[CH:3]=[CH:4][CH:5]=[CH:6][CH:7]=1)[C:8]1[CH:13]=[CH:12][CH:11]=[CH:10][CH:9]=1. The catalyst class is: 2. (9) The catalyst class is: 35. Product: [CH2:18]([O:11][C:4]1[CH:5]=[CH:6][C:7]([N+:8]([O-:10])=[O:9])=[C:2]([F:1])[CH:3]=1)[C:19]1[CH:24]=[CH:23][CH:22]=[CH:21][CH:20]=1. Reactant: [F:1][C:2]1[CH:3]=[C:4]([OH:11])[CH:5]=[CH:6][C:7]=1[N+:8]([O-:10])=[O:9].C(=O)([O-])[O-].[K+].[K+].[CH2:18](Br)[C:19]1[CH:24]=[CH:23][CH:22]=[CH:21][CH:20]=1.C(OCC)C. (10) Reactant: Br[C:2]1[CH:18]=[C:17]2[C:5]([CH2:6][CH2:7][C@@:8]32[C:13]([F:15])([F:14])[CH2:12][O:11][C:10]([NH2:16])=[N:9]3)=[CH:4][CH:3]=1.[C:19]([C:21]1[CH:22]=[C:23](B(O)O)[CH:24]=[N:25][CH:26]=1)#[N:20].COCCOC. Product: [NH2:16][C:10]1[O:11][CH2:12][C:13]([F:15])([F:14])[C@@:8]2([C:17]3[C:5](=[CH:4][CH:3]=[C:2]([C:23]4[CH:24]=[N:25][CH:26]=[C:21]([CH:22]=4)[C:19]#[N:20])[CH:18]=3)[CH2:6][CH2:7]2)[N:9]=1. The catalyst class is: 6.